From a dataset of Catalyst prediction with 721,799 reactions and 888 catalyst types from USPTO. Predict which catalyst facilitates the given reaction. (1) Reactant: [CH3:1][C:2]1[N:3]=[C:4]([C:7]([O-:9])=O)[S:5][CH:6]=1.O.[NH2:11][NH2:12]. Product: [CH3:1][C:2]1[N:3]=[C:4]([C:7]([NH:11][NH2:12])=[O:9])[S:5][CH:6]=1. The catalyst class is: 14. (2) Reactant: [CH3:1][S:2](Cl)(=[O:4])=[O:3].[S:6]1[CH:10]=[CH:9][C:8]([CH2:11][CH2:12][OH:13])=[CH:7]1.CCN(CC)CC.O. Product: [CH3:1][S:2]([O:13][CH2:12][CH2:11][C:8]1[CH:9]=[CH:10][S:6][CH:7]=1)(=[O:4])=[O:3]. The catalyst class is: 2. (3) Reactant: CC(N=NC(C#N)(C)C)([C:4]#[N:5])C.C1C(=O)N(Br)C(=O)C1.[F:21][C:22]1[CH:27]=[CH:26][C:25]([C:28]2[O:54][C:31]3=[N:32][CH:33]=[C:34]([C:36]4[CH:37]=[C:38]([CH:51]=[CH:52][CH:53]=4)[C:39]([NH:41][C:42]4([C:45]5[CH:50]=[CH:49][CH:48]=[CH:47][CH:46]=5)[CH2:44][CH2:43]4)=[O:40])[CH:35]=[C:30]3[C:29]=2[CH:55]=[O:56])=[CH:24][CH:23]=1.CN. Product: [F:21][C:22]1[CH:27]=[CH:26][C:25]([C:28]2[O:54][C:31]3=[N:32][CH:33]=[C:34]([C:36]4[CH:53]=[CH:52][CH:51]=[C:38]([C:39](=[O:40])[NH:41][C:42]5([C:45]6[CH:50]=[CH:49][CH:48]=[CH:47][CH:46]=6)[CH2:43][CH2:44]5)[CH:37]=4)[CH:35]=[C:30]3[C:29]=2[C:55]([NH:5][CH3:4])=[O:56])=[CH:24][CH:23]=1. The catalyst class is: 53. (4) Reactant: [CH3:1][C:2]1[NH:3][C:4]([C:22]([F:25])([F:24])[F:23])=[C:5]([C:20]#[N:21])[C@H:6]([C:10]2[CH:11]=[C:12]3[C:16](=[CH:17][CH:18]=2)[NH:15][N:14]=[C:13]3[CH3:19])[C:7]=1[C:8]#[N:9].[OH-].[K+:27]. Product: [C:8]([C:7]1[C@@H:6]([C:10]2[CH:11]=[C:12]3[C:16](=[CH:17][CH:18]=2)[NH:15][N:14]=[C:13]3[CH3:19])[C:5]([C:20]#[N:21])=[C:4]([C:22]([F:23])([F:25])[F:24])[N-:3][C:2]=1[CH3:1])#[N:9].[K+:27]. The catalyst class is: 1. (5) Reactant: Br[C:2]1[C:3]([CH2:18][NH:19][C:20]([C@@H:22]2[CH2:26][C@@H:25]([F:27])[C@H:24]([CH3:28])[N:23]2[S:29]([C:32]2[CH:37]=[CH:36][C:35]([F:38])=[CH:34][CH:33]=2)(=[O:31])=[O:30])=[O:21])=[CH:4][C:5]([C:8]2[CH:9]=[N:10][C:11]([C:14]([F:17])([F:16])[F:15])=[N:12][CH:13]=2)=[N:6][CH:7]=1.[CH3:39]B1OB(C)OB(C)O1.CC([O-])=O.[K+]. Product: [F:27][C@H:25]1[C@H:24]([CH3:28])[N:23]([S:29]([C:32]2[CH:37]=[CH:36][C:35]([F:38])=[CH:34][CH:33]=2)(=[O:30])=[O:31])[C@H:22]([C:20]([NH:19][CH2:18][C:3]2[C:2]([CH3:39])=[CH:7][N:6]=[C:5]([C:8]3[CH:9]=[N:10][C:11]([C:14]([F:17])([F:16])[F:15])=[N:12][CH:13]=3)[CH:4]=2)=[O:21])[CH2:26]1. The catalyst class is: 551. (6) Reactant: [Cl:1][C:2]1[CH:40]=[CH:39][C:5]([CH2:6][N:7]2[C:15]3[C:14](=[O:16])[N:13]([CH2:17][CH2:18][CH2:19][O:20]C4CCCCO4)[C:12](=[O:27])[N:11]([CH3:28])[C:10]=3[N:9]=[C:8]2[O:29][CH2:30][CH2:31][O:32][CH:33]2[CH2:38][CH2:37][CH2:36][CH2:35][CH2:34]2)=[CH:4][CH:3]=1. Product: [Cl:1][C:2]1[CH:3]=[CH:4][C:5]([CH2:6][N:7]2[C:15]3[C:14](=[O:16])[N:13]([CH2:17][CH2:18][CH2:19][OH:20])[C:12](=[O:27])[N:11]([CH3:28])[C:10]=3[N:9]=[C:8]2[O:29][CH2:30][CH2:31][O:32][CH:33]2[CH2:34][CH2:35][CH2:36][CH2:37][CH2:38]2)=[CH:39][CH:40]=1. The catalyst class is: 33. (7) Reactant: [Br:1][C:2]1[CH:3]=[CH:4][C:5](/[CH:21]=C/C)=[C:6]2[C:10]=1[N:9]([CH3:11])[N:8]=[C:7]2[N:12]([S:17]([CH3:20])(=[O:19])=[O:18])[S:13]([CH3:16])(=[O:15])=[O:14].S([O-])([O-])(=[O:26])=S.[Na+].[Na+]. Product: [Br:1][C:2]1[CH:3]=[CH:4][C:5]([CH:21]=[O:26])=[C:6]2[C:10]=1[N:9]([CH3:11])[N:8]=[C:7]2[N:12]([S:17]([CH3:20])(=[O:19])=[O:18])[S:13]([CH3:16])(=[O:15])=[O:14]. The catalyst class is: 2. (8) Reactant: [H-].[Na+].[CH2:3]([O:10][C:11]1[CH:16]=[CH:15][C:14]([OH:17])=[CH:13][CH:12]=1)[C:4]1[CH:9]=[CH:8][CH:7]=[CH:6][CH:5]=1.[C:18]([O:22][C:23]([N:25]1[CH2:29][CH2:28][CH2:27][C@@H:26]1[CH2:30]OS(C1C=CC(C)=CC=1)(=O)=O)=[O:24])([CH3:21])([CH3:20])[CH3:19]. Product: [C:18]([O:22][C:23]([N:25]1[CH2:29][CH2:28][CH2:27][C@@H:26]1[CH2:30][O:17][C:14]1[CH:13]=[CH:12][C:11]([O:10][CH2:3][C:4]2[CH:5]=[CH:6][CH:7]=[CH:8][CH:9]=2)=[CH:16][CH:15]=1)=[O:24])([CH3:21])([CH3:19])[CH3:20]. The catalyst class is: 3. (9) Reactant: [CH3:1][CH:2]([CH2:13][N+:14]([O-])=O)[CH2:3][C:4]([C:7]1[CH:8]=[N:9][CH:10]=[CH:11][CH:12]=1)([OH:6])[CH3:5]. Product: [NH2:14][CH2:13][CH:2]([CH3:1])[CH2:3][C:4]([C:7]1[CH:8]=[N:9][CH:10]=[CH:11][CH:12]=1)([OH:6])[CH3:5]. The catalyst class is: 14.